This data is from Reaction yield outcomes from USPTO patents with 853,638 reactions. The task is: Predict the reaction yield, written as a fraction of the theoretical maximum amount of product (1.0 means a 100% yield; for example, 0.34 means a 34% yield). (1) The reactants are [C:1](Cl)(=[O:3])[CH3:2].[CH3:5][O:6][C:7]1[C:12]([NH2:13])=[CH:11][C:10]([CH2:14][S:15](/[CH:18]=[CH:19]/[C:20]2[C:25]([O:26][CH3:27])=[CH:24][C:23]([O:28][CH3:29])=[CH:22][C:21]=2[O:30][CH3:31])(=[O:17])=[O:16])=[CH:9][N:8]=1. The catalyst is N1C=CC=CC=1. The product is [CH3:5][O:6][C:7]1[C:12]([NH:13][C:1](=[O:3])[CH3:2])=[CH:11][C:10]([CH2:14][S:15](/[CH:18]=[CH:19]/[C:20]2[C:25]([O:26][CH3:27])=[CH:24][C:23]([O:28][CH3:29])=[CH:22][C:21]=2[O:30][CH3:31])(=[O:17])=[O:16])=[CH:9][N:8]=1. The yield is 0.440. (2) The reactants are [Cl:1][C:2]1[CH:3]=[C:4]2[C:8](=[CH:9][CH:10]=1)[NH:7][C:6]([CH3:11])=[C:5]2[CH2:12][C:13]([O:15]C)=[O:14].C1COCC1.[OH-].[Li+].Cl. The catalyst is O.CO. The product is [Cl:1][C:2]1[CH:3]=[C:4]2[C:8](=[CH:9][CH:10]=1)[NH:7][C:6]([CH3:11])=[C:5]2[CH2:12][C:13]([OH:15])=[O:14]. The yield is 0.840. (3) The reactants are CCN(C(C)C)C(C)C.[O:10]([C:17]1[CH:29]=[CH:28][C:20]([C:21]([NH:23][CH2:24][C:25]([OH:27])=O)=[O:22])=[CH:19][CH:18]=1)[C:11]1[CH:16]=[CH:15][CH:14]=[CH:13][CH:12]=1.CCN=C=NCCCN(C)C.C1C=CC2N(O)N=NC=2C=1.[CH2:51]([N:58]1[CH2:63][CH2:62][NH:61][CH2:60][CH2:59]1)[C:52]1[CH:57]=[CH:56][CH:55]=[CH:54][CH:53]=1. The catalyst is CN(C=O)C.O. The product is [CH2:51]([N:58]1[CH2:63][CH2:62][N:61]([C:25](=[O:27])[CH2:24][NH:23][C:21](=[O:22])[C:20]2[CH:19]=[CH:18][C:17]([O:10][C:11]3[CH:12]=[CH:13][CH:14]=[CH:15][CH:16]=3)=[CH:29][CH:28]=2)[CH2:60][CH2:59]1)[C:52]1[CH:53]=[CH:54][CH:55]=[CH:56][CH:57]=1. The yield is 0.580.